From a dataset of Full USPTO retrosynthesis dataset with 1.9M reactions from patents (1976-2016). Predict the reactants needed to synthesize the given product. (1) The reactants are: C(N1C=CN=C1)(N1C=CN=C1)=O.[OH:13][C:14]1[CH:22]=[CH:21][C:17]([C:18]([OH:20])=O)=[CH:16][CH:15]=1.[Cl:23][C:24]1[C:29]([Cl:30])=[CH:28][CH:27]=[CH:26][C:25]=1[N:31]1[CH2:36][CH2:35][N:34]([CH2:37][CH:38]=[CH:39][CH2:40][NH2:41])[CH2:33][CH2:32]1. Given the product [Cl:23][C:24]1[C:29]([Cl:30])=[CH:28][CH:27]=[CH:26][C:25]=1[N:31]1[CH2:32][CH2:33][N:34]([CH2:37][CH:38]=[CH:39][CH2:40][NH:41][C:18](=[O:20])[C:17]2[CH:16]=[CH:15][C:14]([OH:13])=[CH:22][CH:21]=2)[CH2:35][CH2:36]1, predict the reactants needed to synthesize it. (2) Given the product [Cl:27][C:28]1[CH:35]=[CH:34][CH:33]=[CH:32][C:29]=1[CH2:30][O:7][C:6](=[O:8])[C:5]1[CH:9]=[CH:10][C:2]([Cl:1])=[C:3]([NH:11][C:12]([C:14]2[C:25](=[O:26])[NH:24][C:17]3[N:18]=[C:19]([O:22][CH3:23])[N:20]=[CH:21][C:16]=3[CH:15]=2)=[O:13])[CH:4]=1, predict the reactants needed to synthesize it. The reactants are: [Cl:1][C:2]1[CH:10]=[CH:9][C:5]([C:6]([OH:8])=[O:7])=[CH:4][C:3]=1[NH:11][C:12]([C:14]1[C:25](=[O:26])[NH:24][C:17]2[N:18]=[C:19]([O:22][CH3:23])[N:20]=[CH:21][C:16]=2[CH:15]=1)=[O:13].[Cl:27][C:28]1[CH:35]=[CH:34][CH:33]=[CH:32][C:29]=1[CH2:30]Br.[F-].C([N+](CCCC)(CCCC)CCCC)CCC. (3) The reactants are: N1CCCC1.[CH3:6][O:7][C:8]1[CH:29]=[CH:28][C:11]([C:12]([NH:14][C:15](=[O:27])[NH:16][C:17]2[CH:25]=[CH:24][CH:23]=[C:22]3[C:18]=2[CH2:19][C:20](=[O:26])[NH:21]3)=[O:13])=[CH:10][CH:9]=1.[NH:30]1[CH:34]=[CH:33][CH:32]=[C:31]1[CH:35]=O. Given the product [NH:30]1[CH:34]=[CH:33][CH:32]=[C:31]1/[CH:35]=[C:19]1\[C:20](=[O:26])[NH:21][C:22]2[C:18]\1=[C:17]([NH:16][C:15]([NH:14][C:12](=[O:13])[C:11]1[CH:10]=[CH:9][C:8]([O:7][CH3:6])=[CH:29][CH:28]=1)=[O:27])[CH:25]=[CH:24][CH:23]=2, predict the reactants needed to synthesize it. (4) Given the product [ClH:11].[ClH:1].[CH3:2][O:3][C:4]1[C:9]([CH2:10][NH2:12])=[CH:8][CH:7]=[CH:6][N:5]=1, predict the reactants needed to synthesize it. The reactants are: [ClH:1].[CH3:2][O:3][C:4]1[C:9]([CH2:10][Cl:11])=[CH:8][CH:7]=[CH:6][N:5]=1.[NH3:12]. (5) Given the product [Cl:21][C:22]1[CH:27]=[CH:26][C:25]([S:28][CH2:2][CH2:3][CH2:4][N:5]2[C:14]3[CH:13]=[CH:12][CH:11]=[C:10]([CH:15]=[O:19])[C:9]=3[CH2:8][CH2:7][C:6]2=[O:20])=[CH:24][CH:23]=1, predict the reactants needed to synthesize it. The reactants are: Br[CH2:2][CH2:3][CH2:4][N:5]1[C:14]2[C:9](=[C:10]([CH:15]3[O:19]CCO3)[CH:11]=[CH:12][CH:13]=2)[CH2:8][CH2:7][C:6]1=[O:20].[Cl:21][C:22]1[CH:27]=[CH:26][C:25]([SH:28])=[CH:24][CH:23]=1.C(=O)([O-])[O-].[K+].[K+].C(#N)C.